This data is from Catalyst prediction with 721,799 reactions and 888 catalyst types from USPTO. The task is: Predict which catalyst facilitates the given reaction. (1) Reactant: [CH3:1][N:2]1[C:11]2[C:6](=[CH:7][CH:8]=[C:9]([CH2:12][N:13]3[CH:17]=[C:16]([C:18]([O:20]CC)=[O:19])[CH:15]=[N:14]3)[CH:10]=2)[CH2:5][CH2:4][CH2:3]1. Product: [CH3:1][N:2]1[C:11]2[C:6](=[CH:7][CH:8]=[C:9]([CH2:12][N:13]3[CH:17]=[C:16]([C:18]([OH:20])=[O:19])[CH:15]=[N:14]3)[CH:10]=2)[CH2:5][CH2:4][CH2:3]1. The catalyst class is: 273. (2) Reactant: [CH2:1]([N:3]1[C:7](=[O:8])[C:6](=[O:9])[CH:5]([C:10]([O:12][CH2:13][CH3:14])=[O:11])[CH2:4]1)[CH3:2].[CH3:15]CN(C(C)C)C(C)C. Product: [CH2:1]([N:3]1[C:7](=[O:8])[C:6]([O:9][CH3:15])=[C:5]([C:10]([O:12][CH2:13][CH3:14])=[O:11])[CH2:4]1)[CH3:2]. The catalyst class is: 382. (3) Reactant: [F:1][C:2]1[N:7]=[C:6]([NH2:8])[CH:5]=[CH:4][C:3]=1[CH2:9][C:10]1[C:18]2[CH:17]=[N:16][CH:15]=[N:14][C:13]=2[NH:12][CH:11]=1.[CH3:19][O:20][C:21]1[CH:22]=[C:23]([CH:26]=[C:27]([O:31][CH3:32])[C:28]=1[O:29][CH3:30])[CH:24]=O.C(O)(=O)C.C([BH3-])#N. Product: [F:1][C:2]1[N:7]=[C:6]([NH:8][CH2:24][C:23]2[CH:26]=[C:27]([O:31][CH3:32])[C:28]([O:29][CH3:30])=[C:21]([O:20][CH3:19])[CH:22]=2)[CH:5]=[CH:4][C:3]=1[CH2:9][C:10]1[C:18]2[CH:17]=[N:16][CH:15]=[N:14][C:13]=2[NH:12][CH:11]=1. The catalyst class is: 8. (4) Reactant: [CH3:1][C:2]([CH3:21])([CH3:20])[C:3]([O:5][CH2:6][C@H:7]1[CH2:11][C@H:10]([OH:12])[CH2:9][N:8]1[C:13]([O:15][C:16]([CH3:19])([CH3:18])[CH3:17])=[O:14])=[O:4].C(N(CC)CC)C.[CH3:29][S:30](Cl)(=[O:32])=[O:31]. Product: [CH3:1][C:2]([CH3:21])([CH3:20])[C:3]([O:5][CH2:6][C@H:7]1[CH2:11][C@H:10]([O:12][S:30]([CH3:29])(=[O:32])=[O:31])[CH2:9][N:8]1[C:13]([O:15][C:16]([CH3:19])([CH3:18])[CH3:17])=[O:14])=[O:4]. The catalyst class is: 2. (5) Reactant: [Cl:1][C:2]1[CH:3]=[CH:4][C:5]([N:32]2[CH:36]=[N:35][N:34]=[N:33]2)=[C:6]([C:8]2[CH:16]=[C:15]3[N:11]([C@H:12]([C:17]4[NH:18][C:19]([C:25]5[CH:30]=[CH:29][CH:28]=[CH:27][CH:26]=5)=[C:20]([C:22](O)=O)[N:21]=4)[CH2:13][CH2:14]3)[C:10](=[O:31])[CH:9]=2)[CH:7]=1.C(N1C=CN=C1)([N:39]1C=CN=C1)=O.N.C(=O)([O-])O.[Na+]. Product: [Cl:1][C:2]1[CH:3]=[CH:4][C:5]([N:32]2[CH:36]=[N:35][N:34]=[N:33]2)=[C:6]([C:8]2[CH:16]=[C:15]3[N:11]([C@H:12]([C:17]4[NH:18][C:19]([C:25]5[CH:30]=[CH:29][CH:28]=[CH:27][CH:26]=5)=[C:20]([C:22]#[N:39])[N:21]=4)[CH2:13][CH2:14]3)[C:10](=[O:31])[CH:9]=2)[CH:7]=1. The catalyst class is: 9. (6) Reactant: [F:1][C:2]([F:13])([F:12])[CH:3]([C:8]([F:11])([F:10])[F:9])[CH:4]([CH2:6][OH:7])[NH2:5].C(N(CC)CC)C.[Cl:21][C:22]1[CH:27]=[CH:26][C:25]([S:28](Cl)(=[O:30])=[O:29])=[CH:24][C:23]=1[O:32][CH3:33]. Product: [Cl:21][C:22]1[CH:27]=[CH:26][C:25]([S:28]([NH:5][CH:4]([CH2:6][OH:7])[CH:3]([C:8]([F:10])([F:9])[F:11])[C:2]([F:12])([F:13])[F:1])(=[O:30])=[O:29])=[CH:24][C:23]=1[O:32][CH3:33]. The catalyst class is: 2.